From a dataset of Full USPTO retrosynthesis dataset with 1.9M reactions from patents (1976-2016). Predict the reactants needed to synthesize the given product. The reactants are: [C:1]([S@:5](/[N:7]=[CH:8]/[C:9]1([NH:12][C:13](=[O:22])[O:14][CH2:15][C:16]2[CH:21]=[CH:20][CH:19]=[CH:18][CH:17]=2)[CH2:11][CH2:10]1)=[O:6])([CH3:4])([CH3:3])[CH3:2].[C:23]([Mg]Br)([CH3:25])=[CH2:24].[CH2:28]1[CH2:32]OC[CH2:29]1. Given the product [CH3:3][C:1]([CH3:4])([S@:5]([NH:7][C@@H:8]([C:9]1([NH:12][C:13](=[O:22])[O:14][CH2:15][C:16]2[CH:21]=[CH:20][CH:19]=[CH:18][CH:17]=2)[CH2:10][CH2:11]1)[C:23]([CH3:25])=[CH2:24])=[O:6])[CH3:2].[CH3:3][C:1]([CH3:4])([S@:5]([NH:7][C@H:8]([C:9]1([NH:12][C:13](=[O:22])[O:14][CH2:15][C:16]2[CH:21]=[CH:20][CH:19]=[CH:18][CH:17]=2)[CH2:10][CH2:11]1)[C:28]([CH3:32])=[CH2:29])=[O:6])[CH3:2], predict the reactants needed to synthesize it.